This data is from NCI-60 drug combinations with 297,098 pairs across 59 cell lines. The task is: Regression. Given two drug SMILES strings and cell line genomic features, predict the synergy score measuring deviation from expected non-interaction effect. Drug 2: CC(C)CN1C=NC2=C1C3=CC=CC=C3N=C2N. Cell line: EKVX. Synergy scores: CSS=11.4, Synergy_ZIP=-1.99, Synergy_Bliss=-0.744, Synergy_Loewe=-0.461, Synergy_HSA=-0.164. Drug 1: CC1=C(C(CCC1)(C)C)C=CC(=CC=CC(=CC(=O)O)C)C.